This data is from TCR-epitope binding with 47,182 pairs between 192 epitopes and 23,139 TCRs. The task is: Binary Classification. Given a T-cell receptor sequence (or CDR3 region) and an epitope sequence, predict whether binding occurs between them. (1) The epitope is NLSALGIFST. The TCR CDR3 sequence is CASSGGGGEKLFF. Result: 1 (the TCR binds to the epitope). (2) The epitope is GTITVEELK. The TCR CDR3 sequence is CASSSGTMNSPLHF. Result: 0 (the TCR does not bind to the epitope).